The task is: Predict the reaction yield, written as a fraction of the theoretical maximum amount of product (1.0 means a 100% yield; for example, 0.34 means a 34% yield).. This data is from Reaction yield outcomes from USPTO patents with 853,638 reactions. (1) The reactants are [CH:1](=[N:8][NH:9][C:10]1[CH:19]=[CH:18][CH:17]=[CH:16][C:11]=1[C:12]([O:14][CH3:15])=[O:13])[C:2]1[CH:7]=[CH:6][CH:5]=[CH:4][CH:3]=1.Cl[CH:21]([C:27]([O-])=[O:28])[C:22]([O:24][CH2:25][CH3:26])=[O:23]. The catalyst is C1(C)C=CC=CC=1. The product is [CH:1](=[N:8][N:9]([C:10]1[CH:19]=[CH:18][CH:17]=[CH:16][C:11]=1[C:12]([O:14][CH3:15])=[O:13])[C:27](=[O:28])[CH2:21][C:22]([O:24][CH2:25][CH3:26])=[O:23])[C:2]1[CH:3]=[CH:4][CH:5]=[CH:6][CH:7]=1. The yield is 0.700. (2) The reactants are [F:1][C:2]([F:7])([F:6])[C:3]([OH:5])=[O:4].[CH2:8]([S:10]([N:13]1[CH2:18][CH2:17][CH:16]([C:19]2[C:27]3[C:22](=[C:23]([C:38]([NH2:40])=[O:39])[CH:24]=[C:25]([C:28]4[CH:33]=[C:32]([CH2:34][NH:35][CH3:36])[CH:31]=[CH:30][C:29]=4[F:37])[CH:26]=3)[NH:21][CH:20]=2)[CH2:15][CH2:14]1)(=[O:12])=[O:11])[CH3:9].[CH3:41]N. No catalyst specified. The product is [F:1][C:2]([F:7])([F:6])[C:3]([OH:5])=[O:4].[CH2:8]([S:10]([N:13]1[CH2:18][CH2:17][CH:16]([C:19]2[C:27]3[C:22](=[C:23]([C:38]([NH2:40])=[O:39])[CH:24]=[C:25]([C:28]4[CH:33]=[C:32]([CH2:34][N:35]5[CH2:2][CH2:3][O:5][CH2:41][CH2:36]5)[CH:31]=[CH:30][C:29]=4[F:37])[CH:26]=3)[NH:21][CH:20]=2)[CH2:15][CH2:14]1)(=[O:11])=[O:12])[CH3:9]. The yield is 0.643. (3) The reactants are [F:1][C:2]1[CH:3]=[C:4]2[C:8](=[CH:9][CH:10]=1)[NH:7][C:6](=[O:11])/[C:5]/2=[CH:12]\[C:13]1[NH:17][C:16]([CH3:18])=[C:15]([C:19]([NH:21]O)=[O:20])[C:14]=1[CH3:23].C1C=CC2N(O)N=NC=2C=1.C(N(CC)CC)C.Cl.Cl.N[CH2:44][CH2:45][CH2:46][C:47]([O:49][CH3:50])=[O:48].[OH-].[Na+]. The catalyst is CN(C=O)C.O.[Cl-].[Na+].O.C(=O)(O)[O-]. The product is [F:1][C:2]1[CH:3]=[C:4]2[C:8](=[CH:9][CH:10]=1)[NH:7][C:6](=[O:11])/[C:5]/2=[CH:12]\[C:13]1[NH:17][C:16]([CH3:18])=[C:15]([C:19]([NH:21][CH2:44][CH2:45][CH2:46][C:47]([O:49][CH3:50])=[O:48])=[O:20])[C:14]=1[CH3:23]. The yield is 0.483. (4) The yield is 0.990. The reactants are [Cl:1][C:2]1[CH:10]=[C:9]2[C:5]([C:6]([C:14](=[O:19])C(F)(F)F)=[CH:7][N:8]2[CH:11]([CH3:13])[CH3:12])=[CH:4][CH:3]=1.[OH-:20].[Na+].Cl. The product is [Cl:1][C:2]1[CH:10]=[C:9]2[C:5]([C:6]([C:14]([OH:19])=[O:20])=[CH:7][N:8]2[CH:11]([CH3:12])[CH3:13])=[CH:4][CH:3]=1. No catalyst specified. (5) The reactants are [CH3:1][O:2][C:3]1[CH:4]=[C:5]([N:12]2[CH2:17][CH2:16][CH:15]([C:18]([OH:20])=O)[CH2:14][CH2:13]2)[CH:6]=[CH:7][C:8]=1[N+:9]([O-:11])=[O:10].[NH:21]1[CH2:26][CH2:25][O:24][CH2:23][CH2:22]1.CCN(C(C)C)C(C)C.CN(C(ON1N=NC2C=CC=NC1=2)=[N+](C)C)C.F[P-](F)(F)(F)(F)F. The catalyst is CN(C=O)C.O.CCOC(C)=O. The product is [CH3:1][O:2][C:3]1[CH:4]=[C:5]([N:12]2[CH2:13][CH2:14][CH:15]([C:18]([N:21]3[CH2:26][CH2:25][O:24][CH2:23][CH2:22]3)=[O:20])[CH2:16][CH2:17]2)[CH:6]=[CH:7][C:8]=1[N+:9]([O-:11])=[O:10]. The yield is 0.890. (6) The reactants are [N+:1]([O-:4])(O)=[O:2].[CH3:5][O:6][C:7]1[CH:12]=[CH:11][CH:10]=[CH:9][C:8]=1[OH:13]. The catalyst is C(Cl)Cl. The product is [CH3:5][O:6][C:7]1[C:12]([N+:1]([O-:4])=[O:2])=[CH:11][CH:10]=[CH:9][C:8]=1[OH:13]. The yield is 0.290. (7) The product is [C:13]([N:5]1[C:6]2[C:11](=[CH:10][C:9]([Br:12])=[CH:8][CH:7]=2)[C@H:2]([NH:1][C:18]2[CH:25]=[CH:24][C:21]([C:22]#[N:23])=[CH:20][N:19]=2)[CH2:3][C@@H:4]1[CH3:16])(=[O:15])[CH3:14]. The reactants are [NH2:1][C@H:2]1[C:11]2[C:6](=[CH:7][CH:8]=[C:9]([Br:12])[CH:10]=2)[N:5]([C:13](=[O:15])[CH3:14])[C@@H:4]([CH3:16])[CH2:3]1.Cl[C:18]1[CH:25]=[CH:24][C:21]([C:22]#[N:23])=[CH:20][N:19]=1.CCN(C(C)C)C(C)C. The yield is 0.625. The catalyst is CN1C(=O)CCC1.